The task is: Regression. Given a peptide amino acid sequence and an MHC pseudo amino acid sequence, predict their binding affinity value. This is MHC class I binding data.. This data is from Peptide-MHC class I binding affinity with 185,985 pairs from IEDB/IMGT. (1) The peptide sequence is KRDKKKEY. The MHC is HLA-B27:05 with pseudo-sequence HLA-B27:05. The binding affinity (normalized) is 0.309. (2) The peptide sequence is WAKVLVVLL. The MHC is Patr-B0101 with pseudo-sequence Patr-B0101. The binding affinity (normalized) is 0.115. (3) The peptide sequence is FYPEKSTVI. The MHC is HLA-B08:03 with pseudo-sequence HLA-B08:03. The binding affinity (normalized) is 0.0847.